Dataset: Full USPTO retrosynthesis dataset with 1.9M reactions from patents (1976-2016). Task: Predict the reactants needed to synthesize the given product. (1) Given the product [OH:38][C:35]1[CH:34]=[CH:33][C:32]([C:29]2([NH:28][C:2]3[N:7]=[C:6]([O:8][CH2:9][C:10]([F:13])([F:12])[F:11])[N:5]=[C:4]([NH:14][C:15]4[CH:27]=[CH:26][C:18]([C:19]([O:21][C:22]([CH3:25])([CH3:24])[CH3:23])=[O:20])=[CH:17][CH:16]=4)[N:3]=3)[CH2:30][CH2:31]2)=[CH:37][CH:36]=1, predict the reactants needed to synthesize it. The reactants are: Cl[C:2]1[N:7]=[C:6]([O:8][CH2:9][C:10]([F:13])([F:12])[F:11])[N:5]=[C:4]([NH:14][C:15]2[CH:27]=[CH:26][C:18]([C:19]([O:21][C:22]([CH3:25])([CH3:24])[CH3:23])=[O:20])=[CH:17][CH:16]=2)[N:3]=1.[NH2:28][C:29]1([C:32]2[CH:37]=[CH:36][C:35]([OH:38])=[CH:34][CH:33]=2)[CH2:31][CH2:30]1. (2) Given the product [CH2:10]([C:18]1[C:23]2[O:24][CH:25]3[CH2:30][CH2:29][N:28]([C:31]([O:33][C:34]([CH3:36])([CH3:37])[CH3:35])=[O:32])[CH2:27][CH:26]3[C:22]=2[CH:21]=[C:20]([C:38]2[CH:43]=[CH:42][C:41]([Cl:44])=[CH:40][C:39]=2[Cl:45])[CH:19]=1)[C:11]1[CH:16]=[CH:15][CH:14]=[CH:13][CH:12]=1, predict the reactants needed to synthesize it. The reactants are: B1([CH2:10][C:11]2[CH:16]=[CH:15][CH:14]=[CH:13][CH:12]=2)C2CCCC1CCC2.Br[C:18]1[C:23]2[O:24][CH:25]3[CH2:30][CH2:29][N:28]([C:31]([O:33][C:34]([CH3:37])([CH3:36])[CH3:35])=[O:32])[CH2:27][CH:26]3[C:22]=2[CH:21]=[C:20]([C:38]2[CH:43]=[CH:42][C:41]([Cl:44])=[CH:40][C:39]=2[Cl:45])[CH:19]=1.C([O-])([O-])=O.[K+].[K+].